From a dataset of Reaction yield outcomes from USPTO patents with 853,638 reactions. Predict the reaction yield, written as a fraction of the theoretical maximum amount of product (1.0 means a 100% yield; for example, 0.34 means a 34% yield). (1) The reactants are Cl[C:2]1[CH:7]=[C:6]([O:8][C:9]2[C:10]([CH3:18])=[CH:11][C:12]([N+:15]([O-:17])=[O:16])=[N:13][CH:14]=2)[CH:5]=[CH:4][N:3]=1.[CH3:19][N:20]1[CH:24]=[C:23](B2OC(C)(C)C(C)(C)O2)[CH:22]=[N:21]1.C([O-])([O-])=O.[K+].[K+]. The catalyst is O1CCOCC1.O.C1C=CC([P]([Pd]([P](C2C=CC=CC=2)(C2C=CC=CC=2)C2C=CC=CC=2)([P](C2C=CC=CC=2)(C2C=CC=CC=2)C2C=CC=CC=2)[P](C2C=CC=CC=2)(C2C=CC=CC=2)C2C=CC=CC=2)(C2C=CC=CC=2)C2C=CC=CC=2)=CC=1. The product is [CH3:18][C:10]1[C:9]([O:8][C:6]2[CH:5]=[CH:4][N:3]=[C:2]([C:23]3[CH:22]=[N:21][N:20]([CH3:19])[CH:24]=3)[CH:7]=2)=[CH:14][N:13]=[C:12]([N+:15]([O-:17])=[O:16])[CH:11]=1. The yield is 0.750. (2) The reactants are [NH2:1][C:2]1[CH:9]=[CH:8][CH:7]=[C:6]([O:10][CH:11]2[CH2:15][CH2:14][CH:13]([CH3:16])[CH2:12]2)[C:3]=1[C:4]#[N:5].[S:17](Cl)(=[O:20])(=[O:19])[NH2:18]. No catalyst specified. The product is [S:17]([NH:1][C:2]1[CH:9]=[CH:8][CH:7]=[C:6]([O:10][CH:11]2[CH2:15][CH2:14][CH:13]([CH3:16])[CH2:12]2)[C:3]=1[C:4]#[N:5])(=[O:20])(=[O:19])[NH2:18]. The yield is 0.520. (3) The reactants are [OH:1][C:2]1[C:11]2[C:6](=[CH:7][CH:8]=[CH:9][CH:10]=2)[N:5]([NH:12][CH2:13][CH:14]([CH3:16])[CH3:15])[C:4](=[O:17])[C:3]=1[C:18]1[NH:23][C:22]2[CH:24]=[CH:25][C:26]([OH:28])=[CH:27][C:21]=2[S:20](=[O:30])(=[O:29])[N:19]=1.C(=O)([O-])[O-].[Cs+].[Cs+].Br[C:38]1[CH:43]=[CH:42][C:41]([Br:44])=[CH:40][N:39]=1. The catalyst is CS(C)=O. The product is [Br:44][C:41]1[CH:42]=[CH:43][C:38]([O:28][C:26]2[CH:25]=[CH:24][C:22]3[NH:23][C:18]([C:3]4[C:4](=[O:17])[N:5]([NH:12][CH2:13][CH:14]([CH3:15])[CH3:16])[C:6]5[C:11]([C:2]=4[OH:1])=[CH:10][CH:9]=[CH:8][CH:7]=5)=[N:19][S:20](=[O:29])(=[O:30])[C:21]=3[CH:27]=2)=[N:39][CH:40]=1. The yield is 0.630. (4) The reactants are [OH:1][C:2]1[CH:3]=[C:4]2[C:9](=[CH:10][CH:11]=1)[CH2:8][CH:7]([C:12]([OH:14])=[O:13])[CH2:6][CH2:5]2.S(=O)(=O)(O)O.[CH3:20]O. No catalyst specified. The product is [OH:1][C:2]1[CH:3]=[C:4]2[C:9](=[CH:10][CH:11]=1)[CH2:8][CH:7]([C:12]([O:14][CH3:20])=[O:13])[CH2:6][CH2:5]2. The yield is 0.640. (5) The reactants are OB(O)[C:3]1[S:7][C:6]([C:8]([OH:10])=[O:9])=[CH:5][CH:4]=1.[NH2:12][C:13]1[N:14]=[C:15]([N:24]2[CH2:29][CH2:28][N:27]([C:30](=[O:40])[CH2:31][O:32][C:33]3[CH:38]=[CH:37][C:36]([Cl:39])=[CH:35][CH:34]=3)[CH2:26][CH2:25]2)[C:16]2[N:22]=[C:21](Cl)[CH:20]=[CH:19][C:17]=2[N:18]=1. No catalyst specified. The product is [NH2:12][C:13]1[N:14]=[C:15]([N:24]2[CH2:25][CH2:26][N:27]([C:30](=[O:40])[CH2:31][O:32][C:33]3[CH:38]=[CH:37][C:36]([Cl:39])=[CH:35][CH:34]=3)[CH2:28][CH2:29]2)[C:16]2[N:22]=[C:21]([C:3]3[S:7][C:6]([C:8]([OH:10])=[O:9])=[CH:5][CH:4]=3)[CH:20]=[CH:19][C:17]=2[N:18]=1. The yield is 0.0800. (6) The reactants are I[C:2]1[CH:3]=[CH:4][C:5]2[N:6]([C:15]3[CH:20]=[CH:19][CH:18]=[CH:17][CH:16]=3)[C:7]3[C:12]([C:13]=2[CH:14]=1)=[CH:11][CH:10]=[CH:9][CH:8]=3.[NH2:21][C:22]1[C:31]2[C:26](=[CH:27][CH:28]=[CH:29][CH:30]=2)[CH:25]=[CH:24][CH:23]=1.C(P(C(C)(C)C)C(C)(C)C)(C)(C)C.CC(C)([O-])C.[Na+]. The catalyst is C1C=CC(/C=C/C(/C=C/C2C=CC=CC=2)=O)=CC=1.C1C=CC(/C=C/C(/C=C/C2C=CC=CC=2)=O)=CC=1.[Pd].C1(C)C=CC=CC=1.CCCCCC.C1(C)C(C)=CC=CC=1. The product is [C:22]1([NH:21][C:2]2[CH:3]=[CH:4][C:5]3[N:6]([C:15]4[CH:20]=[CH:19][CH:18]=[CH:17][CH:16]=4)[C:7]4[C:12]([C:13]=3[CH:14]=2)=[CH:11][CH:10]=[CH:9][CH:8]=4)[C:31]2[C:26](=[CH:27][CH:28]=[CH:29][CH:30]=2)[CH:25]=[CH:24][CH:23]=1. The yield is 0.790. (7) The reactants are Br[C:2]1[C:7]([F:8])=[C:6]([Cl:9])[CH:5]=[CH:4][C:3]=1[C:10](=[O:12])[CH3:11].[C:13]([O:17][C:18]([CH3:21])([CH3:20])[CH3:19])(=[O:16])[CH:14]=[CH2:15]. The catalyst is CN(C=O)C.CC([O-])=O.CC([O-])=O.[Pd+2]. The product is [C:10]([C:3]1[C:2](/[CH:15]=[CH:14]/[C:13]([O:17][C:18]([CH3:21])([CH3:20])[CH3:19])=[O:16])=[C:7]([F:8])[C:6]([Cl:9])=[CH:5][CH:4]=1)(=[O:12])[CH3:11]. The yield is 0.508. (8) The reactants are [Cl:1][C:2]1[CH:3]=[C:4]([C:9]2[CH:10]=[C:11]([C@:15]3([CH3:31])[CH2:20][C:19](=O)[N:18]([CH3:22])[C:17](=[N:23]C(=O)OC(C)(C)C)[NH:16]3)[CH:12]=[CH:13][CH:14]=2)[C:5]([OH:8])=[CH:6][CH:7]=1.[C:32](O)(C(F)(F)F)=O.C(Cl)Cl. No catalyst specified. The product is [Cl:1][C:2]1[CH:3]=[C:4]([C:9]2[CH:10]=[C:11]([C@@:15]3([CH2:31][CH3:32])[NH:16][C:17](=[NH:23])[N:18]([CH3:22])[CH2:19][CH2:20]3)[CH:12]=[CH:13][CH:14]=2)[C:5]([OH:8])=[CH:6][CH:7]=1. The yield is 0.600. (9) The product is [CH3:1][O:2][C:3](=[O:49])[CH2:4][C@H:5]([OH:41])[CH2:6][C:7](=[O:40])[CH:8]=[CH:9][C:10]1[N:11]([CH:37]([CH3:38])[CH3:39])[C:12]([C:28](=[O:36])[NH:29][C:30]2[CH:35]=[CH:34][CH:33]=[CH:32][CH:31]=2)=[C:13]([C:22]2[CH:27]=[CH:26][CH:25]=[CH:24][CH:23]=2)[C:14]=1[C:15]1[CH:20]=[CH:19][C:18]([F:21])=[CH:17][CH:16]=1. The reactants are [CH3:1][O:2][C:3](=[O:49])[CH2:4][C@H:5]([O:41][Si](C(C)(C)C)(C)C)[CH2:6][C:7](=[O:40])[CH:8]=[CH:9][C:10]1[N:11]([CH:37]([CH3:39])[CH3:38])[C:12]([C:28](=[O:36])[NH:29][C:30]2[CH:35]=[CH:34][CH:33]=[CH:32][CH:31]=2)=[C:13]([C:22]2[CH:27]=[CH:26][CH:25]=[CH:24][CH:23]=2)[C:14]=1[C:15]1[CH:20]=[CH:19][C:18]([F:21])=[CH:17][CH:16]=1.F. The yield is 1.00. The catalyst is C(#N)C. (10) The reactants are Br[C:2]1[C:25](=[O:26])[N:24]([CH2:27][CH3:28])[C:5]2[N:6]=[C:7]([NH:10][C:11]3[CH:16]=[CH:15][C:14]([N:17]4[CH2:22][CH2:21][N:20]([CH3:23])[CH2:19][CH2:18]4)=[CH:13][CH:12]=3)[N:8]=[CH:9][C:4]=2[CH:3]=1.[B:29]1(B2OC(C)(C)C(C)(C)O2)[O:33]C(C)(C)C(C)(C)[O:30]1.C([O-])(=O)C.[K+]. The catalyst is C1(C)C=CC=CC=1.Cl[Pd](Cl)([P](C1C=CC=CC=1)(C1C=CC=CC=1)C1C=CC=CC=1)[P](C1C=CC=CC=1)(C1C=CC=CC=1)C1C=CC=CC=1. The product is [CH2:27]([N:24]1[C:5]2[N:6]=[C:7]([NH:10][C:11]3[CH:16]=[CH:15][C:14]([N:17]4[CH2:22][CH2:21][N:20]([CH3:23])[CH2:19][CH2:18]4)=[CH:13][CH:12]=3)[N:8]=[CH:9][C:4]=2[CH:3]=[C:2]([B:29]([OH:33])[OH:30])[C:25]1=[O:26])[CH3:28]. The yield is 0.180.